This data is from NCI-60 drug combinations with 297,098 pairs across 59 cell lines. The task is: Regression. Given two drug SMILES strings and cell line genomic features, predict the synergy score measuring deviation from expected non-interaction effect. (1) Drug 1: CCCS(=O)(=O)NC1=C(C(=C(C=C1)F)C(=O)C2=CNC3=C2C=C(C=N3)C4=CC=C(C=C4)Cl)F. Drug 2: C1CNP(=O)(OC1)N(CCCl)CCCl. Cell line: RPMI-8226. Synergy scores: CSS=0.493, Synergy_ZIP=5.99, Synergy_Bliss=10.2, Synergy_Loewe=-12.5, Synergy_HSA=-4.05. (2) Drug 2: C1=NC(=NC(=O)N1C2C(C(C(O2)CO)O)O)N. Drug 1: CCC1=C2CN3C(=CC4=C(C3=O)COC(=O)C4(CC)O)C2=NC5=C1C=C(C=C5)O. Synergy scores: CSS=19.8, Synergy_ZIP=-7.28, Synergy_Bliss=-3.17, Synergy_Loewe=-29.6, Synergy_HSA=-1.70. Cell line: UACC-257. (3) Drug 1: CCC1(CC2CC(C3=C(CCN(C2)C1)C4=CC=CC=C4N3)(C5=C(C=C6C(=C5)C78CCN9C7C(C=CC9)(C(C(C8N6C)(C(=O)OC)O)OC(=O)C)CC)OC)C(=O)OC)O.OS(=O)(=O)O. Drug 2: CC(C)(C#N)C1=CC(=CC(=C1)CN2C=NC=N2)C(C)(C)C#N. Cell line: T-47D. Synergy scores: CSS=3.80, Synergy_ZIP=9.20, Synergy_Bliss=-1.50, Synergy_Loewe=0.102, Synergy_HSA=-1.10. (4) Cell line: SF-295. Drug 1: COC1=C(C=C2C(=C1)N=CN=C2NC3=CC(=C(C=C3)F)Cl)OCCCN4CCOCC4. Drug 2: CC1=CC=C(C=C1)C2=CC(=NN2C3=CC=C(C=C3)S(=O)(=O)N)C(F)(F)F. Synergy scores: CSS=2.80, Synergy_ZIP=-2.84, Synergy_Bliss=-3.71, Synergy_Loewe=-3.97, Synergy_HSA=-2.39. (5) Drug 1: C1=NNC2=C1C(=O)NC=N2. Drug 2: C1CN(P(=O)(OC1)NCCCl)CCCl. Cell line: 786-0. Synergy scores: CSS=0.501, Synergy_ZIP=-1.20, Synergy_Bliss=-0.409, Synergy_Loewe=-0.748, Synergy_HSA=-0.412.